The task is: Predict which catalyst facilitates the given reaction.. This data is from Catalyst prediction with 721,799 reactions and 888 catalyst types from USPTO. (1) Reactant: [O:1]=[C:2](Cl)[O:3][C:4](Cl)(Cl)Cl.[F:9][C:10]([F:19])([F:18])[C:11]1[CH:16]=[CH:15][N:14]=C(O)[N:12]=1.[CH3:20][NH:21][C:22]1[CH:23]=[C:24]([CH3:28])[CH:25]=[CH:26][CH:27]=1. Product: [F:9][C:10]([F:19])([F:18])[C:11]1[CH:16]=[CH:15][N:14]=[C:4]([O:3][C:2](=[O:1])[N:21]([CH3:20])[C:22]2[CH:23]=[C:24]([CH3:28])[CH:25]=[CH:26][CH:27]=2)[N:12]=1. The catalyst class is: 7. (2) Reactant: [N].N1C2C(=CC=CC=2)C=N1.[Cl:11][C:12]1[CH:20]=[CH:19][CH:18]=[C:17]2[C:13]=1[CH:14]=[N:15][NH:16]2.[O:21]1[CH:26]=[CH:25][CH2:24][CH2:23][CH2:22]1.C1(C)C=CC(S([O-])(=O)=O)=CC=1.[NH+]1C=CC=CC=1. Product: [Cl:11][C:12]1[C:13]2[C:17]([CH:18]=[CH:19][CH:20]=1)=[N:16][N:15]([CH:22]1[CH2:23][CH2:24][CH2:25][CH2:26][O:21]1)[CH:14]=2. The catalyst class is: 4. (3) Reactant: O.[NH2:2][NH2:3].[CH2:4]([O:6][C:7](=[O:22])[C:8](=O)[CH:9]([C:12](=O)[C:13]1[CH:18]=[CH:17][C:16]([Cl:19])=[CH:15][CH:14]=1)[CH2:10][CH3:11])[CH3:5]. Product: [CH2:4]([O:6][C:7]([C:8]1[C:9]([CH2:10][CH3:11])=[C:12]([C:13]2[CH:18]=[CH:17][C:16]([Cl:19])=[CH:15][CH:14]=2)[NH:3][N:2]=1)=[O:22])[CH3:5]. The catalyst class is: 8. (4) Reactant: [Br:1][C:2]1[C:7]([CH2:8][CH:9]=[O:10])=[CH:6][CH:5]=[CH:4][N:3]=1.[Cl:11][C:12]1[CH:13]=[C:14]([Mg]Cl)[CH:15]=[CH:16][CH:17]=1.[Cl-].[NH4+]. Product: [Br:1][C:2]1[C:7]([CH2:8][CH:9]([C:16]2[CH:15]=[CH:14][CH:13]=[C:12]([Cl:11])[CH:17]=2)[OH:10])=[CH:6][CH:5]=[CH:4][N:3]=1. The catalyst class is: 1. (5) Reactant: [OH:1][C:2]1[CH:10]=[CH:9][C:8]([C:11]2[N:12]([C:27]([O:29][C:30]([CH3:33])([CH3:32])[CH3:31])=[O:28])[C:13]3[C:18]([CH:19]=2)=[CH:17][C:16]([CH2:20][N:21]2[CH2:26][CH2:25][CH2:24][CH2:23][CH2:22]2)=[CH:15][CH:14]=3)=[C:7]2[C:3]=1[CH2:4][NH:5][C:6]2=[O:34].C(N(CC)CC)C.[S:42]1[CH:46]=[CH:45][C:44]([S:47](Cl)(=[O:49])=[O:48])=[CH:43]1. Product: [S:42]1[CH:46]=[CH:45][C:44]([S:47]([O:1][C:2]2[CH:10]=[CH:9][C:8]([C:11]3[N:12]([C:27]([O:29][C:30]([CH3:31])([CH3:33])[CH3:32])=[O:28])[C:13]4[C:18]([CH:19]=3)=[CH:17][C:16]([CH2:20][N:21]3[CH2:26][CH2:25][CH2:24][CH2:23][CH2:22]3)=[CH:15][CH:14]=4)=[C:7]3[C:3]=2[CH2:4][NH:5][C:6]3=[O:34])(=[O:49])=[O:48])=[CH:43]1. The catalyst class is: 10.